From a dataset of Reaction yield outcomes from USPTO patents with 853,638 reactions. Predict the reaction yield, written as a fraction of the theoretical maximum amount of product (1.0 means a 100% yield; for example, 0.34 means a 34% yield). (1) The reactants are [C:1]([C:3]1[C:4]([N:10]=[CH:11][N:12](C)C)=[N:5][C:6]([CH3:9])=[CH:7][CH:8]=1)#[N:2].[CH3:15][O:16][C:17](=[O:40])[C:18]1[CH:23]=[CH:22][C:21]([S:24][C:25]2[CH:30]=[CH:29][C:28]([NH:31][C:32]([O:34][C:35]([CH3:38])([CH3:37])[CH3:36])=[O:33])=[CH:27][CH:26]=2)=[C:20](N)[CH:19]=1.CCOC(C)=O.C([O-])([O-])=O.[K+].[K+]. The catalyst is CC(O)=O.O. The product is [CH3:15][O:16][C:17](=[O:40])[C:18]1[CH:19]=[CH:20][C:21]([S:24][C:25]2[CH:30]=[CH:29][C:28]([NH:31][C:32]([O:34][C:35]([CH3:37])([CH3:36])[CH3:38])=[O:33])=[CH:27][CH:26]=2)=[C:22]([NH:2][C:1]2[C:3]3[CH:8]=[CH:7][C:6]([CH3:9])=[N:5][C:4]=3[N:10]=[CH:11][N:12]=2)[CH:23]=1. The yield is 0.620. (2) The reactants are [Cl:1][C:2]1[C:7]([OH:8])=[CH:6][CH:5]=[C:4]([CH3:9])[N:3]=1.[Cl:10][C:11]1[CH:16]=[C:15](I)[CH:14]=[CH:13][N:12]=1.C([O-])([O-])=O.[Cs+].[Cs+]. The catalyst is CN(C=O)C.CCOC(C)=O.[Cu](I)I. The product is [Cl:1][C:2]1[C:7]([O:8][C:15]2[CH:14]=[CH:13][N:12]=[C:11]([Cl:10])[CH:16]=2)=[CH:6][CH:5]=[C:4]([CH3:9])[N:3]=1. The yield is 0.420. (3) The reactants are Cl.Cl[C:3]1[CH:8]=[C:7]([C:9]2[CH:14]=[CH:13][CH:12]=[C:11]([Cl:15])[CH:10]=2)[N:6]=[C:5]2[CH2:16][CH2:17][CH2:18][C:4]=12.[SH:19][C:20]1[CH:25]=[CH:24][C:23]([CH2:26][C:27]([O:29][CH3:30])=[O:28])=[CH:22][CH:21]=1.CCN(CC)CC. The catalyst is CN(C=O)C. The product is [Cl:15][C:11]1[CH:10]=[C:9]([C:7]2[N:6]=[C:5]3[CH2:16][CH2:17][CH2:18][C:4]3=[C:3]([S:19][C:20]3[CH:21]=[CH:22][C:23]([CH2:26][C:27]([O:29][CH3:30])=[O:28])=[CH:24][CH:25]=3)[CH:8]=2)[CH:14]=[CH:13][CH:12]=1. The yield is 1.00. (4) The reactants are [CH2:1]([O:8][C:9]1[C:18](=[O:19])[N:17]2[C:12]([C:13]([CH3:21])([CH3:20])[O:14][CH2:15][CH2:16]2)=[N:11][C:10]=1[C:22]([NH:24][CH2:25][C:26]1[CH:35]=[CH:34][C:33]([F:36])=[CH:32][C:27]=1[C:28]([O:30]C)=[O:29])=[O:23])[C:2]1[CH:7]=[CH:6][CH:5]=[CH:4][CH:3]=1.CC#N.[OH-].[Na+]. The catalyst is CO. The product is [CH2:1]([O:8][C:9]1[C:18](=[O:19])[N:17]2[C:12]([C:13]([CH3:21])([CH3:20])[O:14][CH2:15][CH2:16]2)=[N:11][C:10]=1[C:22]([NH:24][CH2:25][C:26]1[CH:35]=[CH:34][C:33]([F:36])=[CH:32][C:27]=1[C:28]([OH:30])=[O:29])=[O:23])[C:2]1[CH:7]=[CH:6][CH:5]=[CH:4][CH:3]=1. The yield is 0.190. (5) The yield is 0.170. The catalyst is ClCCl.Cl. The reactants are [CH2:1](O)[C:2]1[CH:7]=[CH:6][CH:5]=[CH:4][CH:3]=1.FC(F)(F)[C:11]([OH:13])=[O:12].[NH2:16][C:17]1[CH:46]=[CH:45][C:20]2[NH:21][C:22]([C:27]3[C:28](=[O:44])[C:29]([CH2:41][CH2:42][CH3:43])([CH2:38][CH2:39][CH3:40])[C:30]4[C:35]([C:36]=3[OH:37])=[CH:34][CH:33]=[CH:32][CH:31]=4)=[N:23][S:24](=[O:26])(=[O:25])[C:19]=2[CH:18]=1.C(N(CC)CC)C. The product is [OH:37][C:36]1[C:35]2[C:30](=[CH:31][CH:32]=[CH:33][CH:34]=2)[C:29]([CH2:38][CH2:39][CH3:40])([CH2:41][CH2:42][CH3:43])[C:28](=[O:44])[C:27]=1[C:22]1[NH:21][C:20]2[CH:45]=[CH:46][C:17]([NH:16][S:24]([NH:23][C:11](=[O:12])[O:13][CH2:1][C:2]3[CH:7]=[CH:6][CH:5]=[CH:4][CH:3]=3)(=[O:26])=[O:25])=[CH:18][C:19]=2[S:24](=[O:26])(=[O:25])[N:23]=1. (6) The reactants are O[CH2:2][C:3]1[N:7]([CH2:8][C:9]([O:11][CH2:12][CH3:13])=[O:10])[N:6]=[C:5]([N+:14]([O-:16])=[O:15])[CH:4]=1.O=S(Cl)[Cl:19]. The catalyst is C(Cl)(Cl)Cl. The product is [Cl:19][CH2:2][C:3]1[N:7]([CH2:8][C:9]([O:11][CH2:12][CH3:13])=[O:10])[N:6]=[C:5]([N+:14]([O-:16])=[O:15])[CH:4]=1. The yield is 0.680. (7) The yield is 0.930. The catalyst is ClCCl.CN(C=O)C. The product is [F:1][C:2]1[CH:3]=[CH:4][C:5]([CH2:8][C:9]([NH:38][CH:39]([C:40]([O:42][CH2:43][CH3:44])=[O:41])[C:45]([O:47][CH2:48][CH3:49])=[O:46])=[O:11])=[CH:6][CH:7]=1. The reactants are [F:1][C:2]1[CH:7]=[CH:6][C:5]([CH2:8][C:9]([OH:11])=O)=[CH:4][CH:3]=1.ON1C2C=CC=CC=2N=N1.C1(N=C=NC2CCCCC2)CCCCC1.Cl.[NH2:38][CH:39]([C:45]([O:47][CH2:48][CH3:49])=[O:46])[C:40]([O:42][CH2:43][CH3:44])=[O:41].N1C=CC=CC=1.